This data is from Full USPTO retrosynthesis dataset with 1.9M reactions from patents (1976-2016). The task is: Predict the reactants needed to synthesize the given product. (1) Given the product [CH:1]1([NH:7][C:9]2[C:14]([C:15]([O:17][CH2:18][CH3:19])=[O:16])=[C:13]([CH3:20])[N:12]=[C:11]3[N:21]([CH2:24][CH3:25])[N:22]=[CH:23][C:10]=23)[CH2:6][CH2:5][CH2:4][CH2:3][CH2:2]1, predict the reactants needed to synthesize it. The reactants are: [CH:1]1([NH2:7])[CH2:6][CH2:5][CH2:4][CH2:3][CH2:2]1.Cl[C:9]1[C:14]([C:15]([O:17][CH2:18][CH3:19])=[O:16])=[C:13]([CH3:20])[N:12]=[C:11]2[N:21]([CH2:24][CH3:25])[N:22]=[CH:23][C:10]=12.C(N(CC)C(C)C)(C)C. (2) The reactants are: [OH:1][C:2]1[CH:3]=[C:4]([CH:9]=[CH:10][N:11]=1)[C:5]([O:7][CH3:8])=[O:6].Br[CH:13]([CH2:15][CH3:16])[CH3:14].C(=O)([O-])[O-].[Cs+].[Cs+]. Given the product [CH:13]([N:11]1[CH:10]=[CH:9][C:4]([C:5]([O:7][CH3:8])=[O:6])=[CH:3][C:2]1=[O:1])([CH2:15][CH3:16])[CH3:14], predict the reactants needed to synthesize it.